This data is from Full USPTO retrosynthesis dataset with 1.9M reactions from patents (1976-2016). The task is: Predict the reactants needed to synthesize the given product. (1) The reactants are: [CH3:1][C:2]([O:8][C:9]1[CH:10]=[C:11]([C:15]2[CH:20]=[CH:19][CH:18]=[C:17]([O:21][CH2:22][CH2:23][C:24]3[N:25]=[C:26]([C:30]4[CH:35]=[CH:34][CH:33]=[CH:32][CH:31]=4)[O:27][C:28]=3[CH3:29])[CH:16]=2)[CH:12]=[CH:13][CH:14]=1)([CH3:7])[C:3]([O:5]C)=[O:4].O.C(=O)([O-])[O-].[K+].[K+].Cl. Given the product [CH3:7][C:2]([O:8][C:9]1[CH:10]=[C:11]([C:15]2[CH:20]=[CH:19][CH:18]=[C:17]([O:21][CH2:22][CH2:23][C:24]3[N:25]=[C:26]([C:30]4[CH:35]=[CH:34][CH:33]=[CH:32][CH:31]=4)[O:27][C:28]=3[CH3:29])[CH:16]=2)[CH:12]=[CH:13][CH:14]=1)([CH3:1])[C:3]([OH:5])=[O:4], predict the reactants needed to synthesize it. (2) Given the product [Br:7][C:8]1[CH:9]=[N:10][C:11]([C:21]2[CH:22]=[C:17]([CH2:16][OH:15])[CH:18]=[CH:19][CH:20]=2)=[N:12][CH:13]=1, predict the reactants needed to synthesize it. The reactants are: C(=O)([O-])[O-].[Na+].[Na+].[Br:7][C:8]1[CH:9]=[N:10][C:11](I)=[N:12][CH:13]=1.[OH:15][CH2:16][C:17]1[CH:18]=[C:19](B(O)O)[CH:20]=[CH:21][CH:22]=1. (3) Given the product [CH2:34]([N:3]([CH2:1][CH3:2])[C:4]([CH:6]([C:28]1[CH:29]=[CH:30][CH:31]=[CH:32][CH:33]=1)[N:7]1[CH2:8][CH2:9][N:10]([C:13]2[CH:18]=[CH:17][C:16]([N:19]([CH3:38])[C:20](=[O:26])[CH:21]([CH2:24][CH3:25])[CH2:22][CH3:23])=[CH:15][C:14]=2[F:27])[CH2:11][CH2:12]1)=[O:5])[CH3:35], predict the reactants needed to synthesize it. The reactants are: [CH2:1]([N:3]([CH2:34][CH3:35])[C:4]([CH:6]([C:28]1[CH:33]=[CH:32][CH:31]=[CH:30][CH:29]=1)[N:7]1[CH2:12][CH2:11][N:10]([C:13]2[CH:18]=[CH:17][C:16]([NH:19][C:20](=[O:26])[CH:21]([CH2:24][CH3:25])[CH2:22][CH3:23])=[CH:15][C:14]=2[F:27])[CH2:9][CH2:8]1)=[O:5])[CH3:2].[H-].[Na+].[CH3:38]I. (4) Given the product [NH2:2][C:1]1[C:3]2[C:4](=[N:5][CH:17]=[CH:8][C:7]=2[N:9]2[CH2:14][CH2:13][N:12]([CH2:15][CH3:16])[CH2:11][CH2:10]2)[S:6][C:28]=1[C:29]([NH2:31])=[O:30], predict the reactants needed to synthesize it. The reactants are: [C:1](/[C:3](=[C:7](/[N:9]1[CH2:14][CH2:13][N:12]([CH2:15][CH3:16])[CH2:11][CH2:10]1)\[CH3:8])/[C:4](=[S:6])[NH2:5])#[N:2].[CH3:17]OC(OC)N(C)C.[OH-].[Na+].Cl[CH2:28][C:29]([NH2:31])=[O:30]. (5) Given the product [CH3:23][N:21]([CH3:22])[CH2:20][C:18]1[CH:17]=[N:16][CH:15]=[C:14]([C:11]2[CH:12]=[C:13]3[C:5]([C:4]4[NH:46][C:42]5[CH:43]=[CH:44][CH:45]=[C:40]([N:34]6[CH2:39][CH2:38][CH2:37][CH2:36][CH2:35]6)[C:41]=5[N:47]=4)=[N:6][NH:7][C:8]3=[CH:9][N:10]=2)[CH:19]=1, predict the reactants needed to synthesize it. The reactants are: C(O[CH:4](OCC)[C:5]1[C:13]2[C:8](=[CH:9][N:10]=[C:11]([C:14]3[CH:15]=[N:16][CH:17]=[C:18]([CH2:20][N:21]([CH3:23])[CH3:22])[CH:19]=3)[CH:12]=2)[N:7](C(OC(C)(C)C)=O)[N:6]=1)C.[N:34]1([C:40]2[CH:45]=[CH:44][CH:43]=[C:42]([NH2:46])[C:41]=2[NH2:47])[CH2:39][CH2:38][CH2:37][CH2:36][CH2:35]1. (6) Given the product [Cl:1][C:2]1[CH:7]=[CH:6][C:5]([C:33]([C:2]2[CH:7]=[CH:6][C:5]([Cl:38])=[CH:4][CH:3]=2)([OH:35])[C:31]2[O:30][N:29]=[C:28]([C:13]3[CH:14]=[C:15]([Br:27])[C:16]([OH:17])=[C:11]([Br:10])[CH:12]=3)[N:32]=2)=[CH:4][CH:3]=1, predict the reactants needed to synthesize it. The reactants are: [Cl:1][C:2]1[CH:7]=[CH:6][C:5]([Mg]Br)=[CH:4][CH:3]=1.[Br:10][C:11]1[CH:12]=[C:13]([C:28]2[N:32]=[C:31]([C:33]([O:35]CC)=O)[O:30][N:29]=2)[CH:14]=[C:15]([Br:27])[C:16]=1[O:17]CC1C=CC(OC)=CC=1.[Cl-:38].[NH4+].